This data is from Catalyst prediction with 721,799 reactions and 888 catalyst types from USPTO. The task is: Predict which catalyst facilitates the given reaction. (1) Reactant: [CH3:1][O:2][C:3]1[CH:8]=[CH:7][C:6]([CH2:9][CH2:10][OH:11])=[C:5]([N+:12]([O-:14])=[O:13])[CH:4]=1.[H-].[Na+].I[CH3:18]. Product: [CH3:1][O:2][C:3]1[CH:8]=[CH:7][C:6]([CH2:9][CH2:10][O:11][CH3:18])=[C:5]([N+:12]([O-:14])=[O:13])[CH:4]=1. The catalyst class is: 1. (2) Reactant: Cl[CH2:2][CH2:3][CH2:4][C:5]([C:11]1[CH:16]=[CH:15][C:14]([O:17][CH3:18])=[C:13]([O:19][CH3:20])[CH:12]=1)([CH:8]([CH3:10])[CH3:9])[C:6]#[N:7].C(=O)([O-])[O-].[K+].[K+].[CH2:27]([NH:29][CH2:30][CH3:31])[CH3:28].[I-].[Na+]. Product: [CH3:20][O:19][C:13]1[CH:12]=[C:11]([C:5]([CH:8]([CH3:10])[CH3:9])([CH2:4][CH2:3][CH2:2][N:29]([CH2:30][CH3:31])[CH2:27][CH3:28])[C:6]#[N:7])[CH:16]=[CH:15][C:14]=1[O:17][CH3:18]. The catalyst class is: 9. (3) Reactant: [CH2:1]([O:3][C:4]([C:6]1[O:10][C:9]([C:11]2[C:19]3[C:14](=[CH:15][CH:16]=[CH:17][CH:18]=3)[NH:13][N:12]=2)=[CH:8][CH:7]=1)=[O:5])[CH3:2].CC(C)([O-])C.[K+].[Cl:26][C:27]1[S:28][C:29]([CH2:32]Cl)=[CH:30][CH:31]=1. Product: [Cl:26][C:27]1[S:28][C:29]([CH2:32][N:13]2[C:14]3[C:19](=[CH:18][CH:17]=[CH:16][CH:15]=3)[C:11]([C:9]3[O:10][C:6]([C:4]([O:3][CH2:1][CH3:2])=[O:5])=[CH:7][CH:8]=3)=[N:12]2)=[CH:30][CH:31]=1. The catalyst class is: 3. (4) Reactant: [F:1][C:2]1[CH:3]=[C:4]([SH:9])[CH:5]=[CH:6][C:7]=1[F:8].[CH2:10](I)[CH3:11].C(=O)([O-])[O-].[K+].[K+]. Product: [CH2:10]([S:9][C:4]1[CH:5]=[CH:6][C:7]([F:8])=[C:2]([F:1])[CH:3]=1)[CH3:11]. The catalyst class is: 3. (5) Reactant: [OH:1][C:2]1([C:29]([F:32])(F)[F:30])[C:14]2[CH:13]=[C:12]([CH3:15])[CH:11]=[C:10]([C:16]3[CH:17]=[N:18][N:19]([CH2:21][C:22]([O:24]C(C)(C)C)=[O:23])[CH:20]=3)[C:9]=2[C:8]2[C:3]1=[CH:4][CH:5]=[CH:6][CH:7]=2.[CH2:33]=[O:34].[F-:35].C([N+](CCCC)(CCCC)CCCC)CCC.Cl.CN(C)[CH:56]=[O:57]. Product: [OH:34][CH2:33][C:21]([CH2:56][OH:57])([N:19]1[CH:20]=[C:16]([C:10]2[C:9]3[C:8]4[C:3](=[CH:4][CH:5]=[CH:6][CH:7]=4)[C:2]([OH:1])([C:29]([F:32])([F:30])[F:35])[C:14]=3[CH:13]=[C:12]([CH3:15])[CH:11]=2)[CH:17]=[N:18]1)[C:22]([OH:24])=[O:23]. The catalyst class is: 30. (6) Reactant: [Cl:1][C:2]1[CH:10]=[C:9]2[C:5]([C:6]([CH:11]=[O:12])=[CH:7][NH:8]2)=[CH:4][C:3]=1[C:13]1[CH:18]=[CH:17][C:16]([C:19]2([OH:23])[CH2:22][CH2:21][CH2:20]2)=[CH:15][CH:14]=1.C(C(OC1C(OC(C(C)(C)C)=O)=C(I)C=CC=1)=O)(C)(C)C.[CH3:45][S:46]([NH2:49])(=[O:48])=[O:47]. Product: [Cl:1][C:2]1[CH:10]=[C:9]2[C:5]([C:6]([C:11]([NH:49][S:46]([CH3:45])(=[O:48])=[O:47])=[O:12])=[CH:7][NH:8]2)=[CH:4][C:3]=1[C:13]1[CH:14]=[CH:15][C:16]([C:19]2([OH:23])[CH2:22][CH2:21][CH2:20]2)=[CH:17][CH:18]=1. The catalyst class is: 480.